Predict the product of the given reaction. From a dataset of Forward reaction prediction with 1.9M reactions from USPTO patents (1976-2016). Given the reactants [Br:1][C:2]1[CH:3]=[C:4]([CH:20]=[CH:21][C:22]=1[O:23][CH3:24])[CH2:5][CH:6]1[C:15]2[C:10](=[CH:11][C:12]([O:18][CH3:19])=[C:13]([O:16][CH3:17])[CH:14]=2)[CH2:9][CH2:8][NH:7]1.Br[CH2:26][C:27](Br)=[O:28].[N:30]1[CH:35]=[CH:34][CH:33]=[CH:32][C:31]=1[CH2:36][NH2:37], predict the reaction product. The product is: [Br:1][C:2]1[CH:3]=[C:4]([CH:20]=[CH:21][C:22]=1[O:23][CH3:24])[CH2:5][CH:6]1[C:15]2[C:10](=[CH:11][C:12]([O:18][CH3:19])=[C:13]([O:16][CH3:17])[CH:14]=2)[CH2:9][CH2:8][N:7]1[CH2:26][C:27]([NH:37][CH2:36][C:31]1[CH:32]=[CH:33][CH:34]=[CH:35][N:30]=1)=[O:28].